The task is: Regression. Given a peptide amino acid sequence and an MHC pseudo amino acid sequence, predict their binding affinity value. This is MHC class I binding data.. This data is from Peptide-MHC class I binding affinity with 185,985 pairs from IEDB/IMGT. (1) The peptide sequence is AMQKESDDY. The MHC is HLA-A24:02 with pseudo-sequence HLA-A24:02. The binding affinity (normalized) is 0. (2) The peptide sequence is SFVTDLEKY. The MHC is HLA-A24:03 with pseudo-sequence HLA-A24:03. The binding affinity (normalized) is 0.0847. (3) The peptide sequence is GEGAVQWM. The MHC is H-2-Kk with pseudo-sequence H-2-Kk. The binding affinity (normalized) is 0.239. (4) The peptide sequence is AIFQSSMTK. The MHC is HLA-B58:01 with pseudo-sequence HLA-B58:01. The binding affinity (normalized) is 0. (5) The peptide sequence is CLAEYCTSL. The MHC is HLA-A02:01 with pseudo-sequence HLA-A02:01. The binding affinity (normalized) is 0.517. (6) The peptide sequence is VKKLWGHLP. The MHC is HLA-A69:01 with pseudo-sequence HLA-A69:01. The binding affinity (normalized) is 0.0847. (7) The peptide sequence is PLSYQHFRR. The MHC is Patr-A0401 with pseudo-sequence Patr-A0401. The binding affinity (normalized) is 0.515.